Dataset: Reaction yield outcomes from USPTO patents with 853,638 reactions. Task: Predict the reaction yield, written as a fraction of the theoretical maximum amount of product (1.0 means a 100% yield; for example, 0.34 means a 34% yield). (1) The reactants are [CH2:1]([NH:4][CH:5]1[CH2:13][CH2:12][C:8]2[N:9]=[CH:10][S:11][C:7]=2[CH2:6]1)[CH2:2][CH3:3].[CH2:14]1[C:22]2[C:17](=[CH:18][CH:19]=[CH:20][CH:21]=2)[CH2:16][CH:15]1[NH:23][C:24](=[O:30])[CH2:25][CH2:26][CH2:27][CH:28]=O.C(O[BH-](OC(=O)C)OC(=O)C)(=O)C.[Na+]. The catalyst is ClCCCl. The product is [CH2:14]1[C:22]2[C:17](=[CH:18][CH:19]=[CH:20][CH:21]=2)[CH2:16][CH:15]1[NH:23][C:24](=[O:30])[CH2:25][CH2:26][CH2:27][CH2:28][N:4]([CH2:1][CH2:2][CH3:3])[CH:5]1[CH2:13][CH2:12][C:8]2[N:9]=[CH:10][S:11][C:7]=2[CH2:6]1. The yield is 0.660. (2) The reactants are [F:1][C:2]1[CH:3]=[C:4]([CH:8]=[CH:9][C:10]=1[OH:11])[C:5]([OH:7])=[O:6].S(=O)(=O)(O)O.[CH3:17]O. No catalyst specified. The product is [CH3:17][O:6][C:5](=[O:7])[C:4]1[CH:8]=[CH:9][C:10]([OH:11])=[C:2]([F:1])[CH:3]=1. The yield is 0.850. (3) The reactants are [CH3:1][O:2][CH2:3][O:4][C:5]1[CH:6]=[C:7]([CH:20]=[CH:21][C:22]=1[O:23][CH3:24])[C:8]([NH:10][C:11]([CH3:19])([C:13]1[CH:18]=[CH:17][CH:16]=[CH:15][CH:14]=1)[CH3:12])=[O:9].CN(CCN(C)C)C.CN([CH:36]=[O:37])C. The catalyst is C1COCC1. The product is [CH3:1][O:2][CH2:3][O:4][C:5]1[C:22]([O:23][CH3:24])=[CH:21][CH:20]=[C:7]2[C:6]=1[CH:36]([OH:37])[N:10]([C:11]([CH3:19])([C:13]1[CH:14]=[CH:15][CH:16]=[CH:17][CH:18]=1)[CH3:12])[C:8]2=[O:9]. The yield is 0.790. (4) The reactants are [NH2:1][C:2]1[C:3]([CH3:9])=[CH:4][CH:5]=[CH:6][C:7]=1[CH3:8].C(=O)([O-])[O-].[Na+].[Na+].[Cl:16][CH2:17][C:18](Cl)=[O:19]. The catalyst is C(OCC)(=O)C. The product is [Cl:16][CH2:17][C:18]([NH:1][C:2]1[C:7]([CH3:8])=[CH:6][CH:5]=[CH:4][C:3]=1[CH3:9])=[O:19]. The yield is 0.930. (5) The reactants are [Cl:1][C:2]1[CH:7]=[CH:6][C:5]([S:8]([CH:11]([C:24]2[CH:29]=[C:28]([F:30])[CH:27]=[CH:26][C:25]=2[F:31])[C:12]2[N:17]=[CH:16][C:15]([CH2:18][CH2:19][C:20]([O:22]C)=[O:21])=[CH:14][CH:13]=2)(=[O:10])=[O:9])=[CH:4][CH:3]=1.[OH-].[Li+].S([O-])(O)(=O)=O.[Na+]. The catalyst is O1CCCC1. The product is [Cl:1][C:2]1[CH:7]=[CH:6][C:5]([S:8]([CH:11]([C:24]2[CH:29]=[C:28]([F:30])[CH:27]=[CH:26][C:25]=2[F:31])[C:12]2[N:17]=[CH:16][C:15]([CH2:18][CH2:19][C:20]([OH:22])=[O:21])=[CH:14][CH:13]=2)(=[O:10])=[O:9])=[CH:4][CH:3]=1. The yield is 0.750. (6) The reactants are Cl.Cl.[NH2:3][C@@H:4]1[C:18](=[O:19])[N:17]2[CH2:20][C@H:21]([O:23][C:24]3[C:33]4[C:28](=[C:29]([CH3:36])[C:30]([O:34][CH3:35])=[CH:31][CH:32]=4)[N:27]=[C:26]([C:37]4[S:38][CH:39]=[C:40]([CH:42]([CH3:44])[CH3:43])[N:41]=4)[CH:25]=3)[CH2:22][C@H:16]2[C:15](=[O:45])[NH:14][C@:13]2([C:47]([NH:49][S:50]([CH:53]3[CH2:55][CH2:54]3)(=[O:52])=[O:51])=[O:48])[CH2:46][C@H:12]2[CH:11]=[CH:10][CH2:9][CH2:8][CH2:7][CH2:6][CH2:5]1.C(N(CC)C(C)C)(C)C.Cl[C:66](Cl)([O:68]C(=O)OC(Cl)(Cl)Cl)Cl.[NH:77]1[CH2:82][CH2:81][CH:80]([OH:83])[CH2:79][CH2:78]1. The catalyst is ClC(Cl)C. The product is [CH:53]1([S:50]([NH:49][C:47]([C@@:13]23[CH2:46][C@H:12]2[CH:11]=[CH:10][CH2:9][CH2:8][CH2:7][CH2:6][CH2:5][C@H:4]([NH:3][C:66]([N:77]2[CH2:82][CH2:81][CH:80]([OH:83])[CH2:79][CH2:78]2)=[O:68])[C:18](=[O:19])[N:17]2[CH2:20][C@H:21]([O:23][C:24]4[C:33]5[C:28](=[C:29]([CH3:36])[C:30]([O:34][CH3:35])=[CH:31][CH:32]=5)[N:27]=[C:26]([C:37]5[S:38][CH:39]=[C:40]([CH:42]([CH3:43])[CH3:44])[N:41]=5)[CH:25]=4)[CH2:22][C@H:16]2[C:15](=[O:45])[NH:14]3)=[O:48])(=[O:51])=[O:52])[CH2:54][CH2:55]1. The yield is 0.280. (7) The catalyst is C(O)(C)C.O.C(O)C.C[N+](CC(NN)=O)(C)C.[Cl-]. The product is [CH2:1]([O:17][CH2:18][CH:19]([CH2:29][OH:30])[O:20][CH2:21][CH2:22][CH2:23][CH2:24][CH:25]=[O:28])[CH2:2][CH2:3][CH2:4][CH2:5][CH2:6][CH2:7][CH2:8][CH2:9][CH2:10][CH2:11][CH2:12][CH2:13][CH2:14][CH2:15][CH3:16]. The reactants are [CH2:1]([O:17][CH2:18][CH:19]([CH2:29][OH:30])[O:20][CH2:21][CH2:22][CH2:23][CH2:24][CH:25]([OH:28])CO)[CH2:2][CH2:3][CH2:4][CH2:5][CH2:6][CH2:7][CH2:8][CH2:9][CH2:10][CH2:11][CH2:12][CH2:13][CH2:14][CH2:15][CH3:16].C(O)(=O)C. The yield is 0.269.